Dataset: NCI-60 drug combinations with 297,098 pairs across 59 cell lines. Task: Regression. Given two drug SMILES strings and cell line genomic features, predict the synergy score measuring deviation from expected non-interaction effect. (1) Drug 1: C1CC(C1)(C(=O)O)C(=O)O.[NH2-].[NH2-].[Pt+2]. Drug 2: CCC1(C2=C(COC1=O)C(=O)N3CC4=CC5=C(C=CC(=C5CN(C)C)O)N=C4C3=C2)O.Cl. Cell line: COLO 205. Synergy scores: CSS=55.7, Synergy_ZIP=-5.87, Synergy_Bliss=-1.28, Synergy_Loewe=4.62, Synergy_HSA=5.08. (2) Drug 1: CC12CCC(CC1=CCC3C2CCC4(C3CC=C4C5=CN=CC=C5)C)O. Drug 2: C1=NC(=NC(=O)N1C2C(C(C(O2)CO)O)O)N. Cell line: COLO 205. Synergy scores: CSS=12.9, Synergy_ZIP=-0.439, Synergy_Bliss=9.47, Synergy_Loewe=-0.154, Synergy_HSA=3.18. (3) Drug 1: CNC(=O)C1=CC=CC=C1SC2=CC3=C(C=C2)C(=NN3)C=CC4=CC=CC=N4. Drug 2: CN1C(=O)N2C=NC(=C2N=N1)C(=O)N. Cell line: NCI-H226. Synergy scores: CSS=-8.23, Synergy_ZIP=0.0550, Synergy_Bliss=-5.62, Synergy_Loewe=-13.0, Synergy_HSA=-8.61. (4) Drug 1: C1=C(C(=O)NC(=O)N1)F. Drug 2: CCCS(=O)(=O)NC1=C(C(=C(C=C1)F)C(=O)C2=CNC3=C2C=C(C=N3)C4=CC=C(C=C4)Cl)F. Cell line: HT29. Synergy scores: CSS=51.4, Synergy_ZIP=-5.47, Synergy_Bliss=-6.89, Synergy_Loewe=-1.83, Synergy_HSA=0.645. (5) Drug 1: C1CCC(CC1)NC(=O)N(CCCl)N=O. Drug 2: CCCS(=O)(=O)NC1=C(C(=C(C=C1)F)C(=O)C2=CNC3=C2C=C(C=N3)C4=CC=C(C=C4)Cl)F. Cell line: ACHN. Synergy scores: CSS=9.71, Synergy_ZIP=-4.21, Synergy_Bliss=-4.42, Synergy_Loewe=-7.59, Synergy_HSA=-4.13. (6) Cell line: COLO 205. Drug 1: CC1C(C(CC(O1)OC2CC(CC3=C2C(=C4C(=C3O)C(=O)C5=C(C4=O)C(=CC=C5)OC)O)(C(=O)CO)O)N)O.Cl. Drug 2: CN(CCCl)CCCl.Cl. Synergy scores: CSS=49.3, Synergy_ZIP=-2.42, Synergy_Bliss=-3.50, Synergy_Loewe=-3.66, Synergy_HSA=-0.779. (7) Synergy scores: CSS=19.0, Synergy_ZIP=0.355, Synergy_Bliss=-0.249, Synergy_Loewe=-9.15, Synergy_HSA=0.256. Cell line: CCRF-CEM. Drug 1: CNC(=O)C1=CC=CC=C1SC2=CC3=C(C=C2)C(=NN3)C=CC4=CC=CC=N4. Drug 2: C1CN1P(=S)(N2CC2)N3CC3.